Task: Binary Classification. Given a miRNA mature sequence and a target amino acid sequence, predict their likelihood of interaction.. Dataset: Experimentally validated miRNA-target interactions with 360,000+ pairs, plus equal number of negative samples (1) The miRNA is hsa-miR-1908-5p with sequence CGGCGGGGACGGCGAUUGGUC. The protein sequence of the target gene is MLAAARALRGPRPRWPTPAREHWTPAGRSRSRREAAEAEADVPVFQYVGERAARADRVFVWGFSFSGALGVPSFVVPSSGPGPRAGLRPRRRIQPVPYRLELDHKISSAACGYGFTLLSSKTKDVTKVWGMGLNKDSQLGFHRSRKDKTRGYEYVLEPSPVPLPLDRPQETKVLQVSCGRAHSLVLTDREGVFSMGNNSHGQCGRKVVEDEVYSESHKVHRMQDFDGQVVQVVCGQDHSLFLTDKGEVYSCGWGADGQTGLGHYNITSTPSKLGGDLAGVTVVQVATYGDCCLALSADGG.... Result: 0 (no interaction). (2) The miRNA is mmu-miR-3970 with sequence GAGGUUGUAGUUUGUGCUUU. The protein sequence of the target gene is MDGLEENGSVVQVGDLLPCKICGRTFFPLALKKHGPICQKTATKKRKTFDSSRQRAEGTDIPTVKPLKPRPEPPKKPSNWRRKHEEFIATIRAAKGLDQALKEGGKLPPPPPPSYDPDYIQCPYCQRRFNENAADRHINFCKEQAARISNKGKFSTDSKGKPASRPQYKPSPLKKSNPPGIPSSGSSRLPQPSTTSKTIVGVPTGKASSVNSPLGNKPQTLSPSHRAIAAPQAGANTKARNTTPPSLARNSVAGVLTNKRKTLTENYAARPDGDYTSSVNGGNSKGIEGNSSGHLPKFCH.... Result: 0 (no interaction). (3) The miRNA is mmu-miR-675-3p with sequence CUGUAUGCCCUAACCGCUCAGU. The protein sequence of the target gene is MLAVGAMEGTRQSAFLLSSPPLAALHSMAEMKTPLYPAAYPPLPAGPPSSSSSSSSSSSPSPPLGTHNPGGLKPPATGGLSSLGSPPQQLSAATPHGINDILSRPSMPVASGAALPSASPSGSSSSSSSSASASSASAAAAAAAAAAAAASSPAGLLAGLPRFSSLSPPPPPPGLYFSPSAAAVAAVGRYPKPLAELPGRTPIFWPGVMQSPPWRDARLACTPHQGSILLDKDGKRKHTRPTFSGQQIFALEKTFEQTKYLAGPERARLAYSLGMTESQVKVWFQNRRTKWRKKHAAEMA.... Result: 0 (no interaction). (4) The miRNA is hsa-miR-6736-5p with sequence CUGGGUGAGGGCAUCUGUGGU. The protein sequence of the target gene is MAVAVAAAGVLMGSEPGPAEELAKLEYLSLVSKVCTELDNHLGINDKDLAEFVISLAEKNTTFDTFKASLVKNGAEFTDSLISNLLRLIQTMRPPAKPSTSKDPVVKPKTEKEKLRELFPVLCQPDNPSARTMLDEEDVKVAVDVLKELEALMPSAAGQEKQRDPEHRDRTKKKKRSRSRDRDRDRDRDRDRDRDRDRDRDKDRERDRDRERDRERDRERDHKRRHRSRSRSHSRTRERTKGKSRYRSRSRSQSPFKDRKDREKYGERNLDRWRDKHVDRPPPEEPAIGDIYNGKVTSIM.... Result: 0 (no interaction).